Dataset: Full USPTO retrosynthesis dataset with 1.9M reactions from patents (1976-2016). Task: Predict the reactants needed to synthesize the given product. (1) Given the product [CH3:1][O:2][C:3]1[CH:4]=[C:5]([NH:15][C:16]2[N:20]=[C:19]3[N:21]=[CH:31][C:28]([C:29]#[N:30])=[C:26]([C:25]4[CH:24]=[C:23]([CH3:22])[CH:37]=[CH:36][CH:35]=4)[N:18]3[N:17]=2)[CH:6]=[CH:7][C:8]=1[N:9]1[CH:13]=[C:12]([CH3:14])[N:11]=[CH:10]1, predict the reactants needed to synthesize it. The reactants are: [CH3:1][O:2][C:3]1[CH:4]=[C:5]([NH:15][C:16]2[N:20]=[C:19]([NH2:21])[NH:18][N:17]=2)[CH:6]=[CH:7][C:8]=1[N:9]1[CH:13]=[C:12]([CH3:14])[N:11]=[CH:10]1.[CH3:22][C:23]1[CH:24]=[C:25]([CH:35]=[CH:36][CH:37]=1)[C:26](/[C:28](=[CH:31]/N(C)C)/[C:29]#[N:30])=O. (2) Given the product [OH:8][C:9]1[CH:14]=[CH:13][C:12]([C:15](=[O:34])[CH2:16][CH2:17][C:18]2[S:22][C:21]([C:23]3[CH:28]=[CH:27][C:26]([C:29]([F:32])([F:31])[F:30])=[CH:25][CH:24]=3)=[N:20][C:19]=2[CH3:33])=[CH:11][C:10]=1[CH3:35], predict the reactants needed to synthesize it. The reactants are: C([O:8][C:9]1[CH:14]=[CH:13][C:12]([C:15](=[O:34])/[CH:16]=[CH:17]/[C:18]2[S:22][C:21]([C:23]3[CH:28]=[CH:27][C:26]([C:29]([F:32])([F:31])[F:30])=[CH:25][CH:24]=3)=[N:20][C:19]=2[CH3:33])=[CH:11][C:10]=1[CH3:35])C1C=CC=CC=1. (3) Given the product [C:51]1([S:48]([CH2:47][C:44]2[C:39]([C:40]([O:42][CH3:43])=[O:41])=[C:38]([OH:57])[C:37]([C:36]3[CH:35]=[CH:34][O:33][C:32]=3[CH:29]([OH:31])[CH3:30])=[CH:46][CH:45]=2)(=[O:50])=[O:49])[CH:52]=[CH:53][CH:54]=[CH:55][CH:56]=1, predict the reactants needed to synthesize it. The reactants are: C1(S(CC2C(C(OC)=O)=C(O)C(C3C=COC=3CO)=CC=2)(=O)=O)C=CC=CC=1.[C:29]([C:32]1[O:33][CH:34]=[CH:35][C:36]=1[C:37]1[C:38]([OH:57])=[C:39]([C:44]([CH2:47][S:48]([C:51]2[CH:56]=[CH:55][CH:54]=[CH:53][CH:52]=2)(=[O:50])=[O:49])=[CH:45][CH:46]=1)[C:40]([O:42][CH3:43])=[O:41])(=[O:31])[CH3:30]. (4) Given the product [CH3:1][O:2][C:3]1[CH:4]=[C:5]2[C:10](=[CH:11][C:12]=1[O:13][CH3:14])[N:9]=[CH:8][CH:7]=[C:6]2[O:15][C:16]1[CH:23]=[CH:22][C:21]([O:24][C:25]([F:27])([F:28])[F:26])=[CH:20][C:17]=1[CH:18]([OH:19])[CH2:29][CH3:30], predict the reactants needed to synthesize it. The reactants are: [CH3:1][O:2][C:3]1[CH:4]=[C:5]2[C:10](=[CH:11][C:12]=1[O:13][CH3:14])[N:9]=[CH:8][CH:7]=[C:6]2[O:15][C:16]1[CH:23]=[CH:22][C:21]([O:24][C:25]([F:28])([F:27])[F:26])=[CH:20][C:17]=1[CH:18]=[O:19].[CH2:29]([Mg]Br)[CH3:30].O. (5) Given the product [CH3:13][O:14][C:15]1[CH:20]=[CH:19][CH:18]=[CH:17][C:16]=1[S:21][C:3]1[C:4]2=[N:5][CH:6]=[CH:7][CH:8]=[C:9]2[NH:1][C:2]=1[C:10]([NH2:12])=[O:11], predict the reactants needed to synthesize it. The reactants are: [NH:1]1[C:9]2[C:4](=[N:5][CH:6]=[CH:7][CH:8]=2)[CH:3]=[C:2]1[C:10]([NH2:12])=[O:11].[CH3:13][O:14][C:15]1[CH:20]=[CH:19][CH:18]=[CH:17][C:16]=1[S:21][S:21][C:16]1[CH:17]=[CH:18][CH:19]=[CH:20][C:15]=1[O:14][CH3:13]. (6) Given the product [CH3:4][C:2]([C:5]1[C:10]([C:11]2[CH:16]=[C:15]([O:17][CH3:18])[CH:14]=[CH:13][C:12]=2[F:19])=[CH:9][C:8]([CH2:20][O:21][C:22]2[CH:23]=[CH:24][C:25]([C@H:28]([C:34]#[C:35][CH2:36][CH3:37])[CH2:29][C:30]([OH:32])=[O:31])=[CH:26][CH:27]=2)=[CH:7][CH:6]=1)([CH3:1])[CH3:3], predict the reactants needed to synthesize it. The reactants are: [CH3:1][C:2]([C:5]1[C:10]([C:11]2[CH:16]=[C:15]([O:17][CH3:18])[CH:14]=[CH:13][C:12]=2[F:19])=[CH:9][C:8]([CH2:20][O:21][C:22]2[CH:27]=[CH:26][C:25]([C@H:28]([C:34]#[C:35][CH2:36][CH3:37])[CH2:29][C:30]([O:32]C)=[O:31])=[CH:24][CH:23]=2)=[CH:7][CH:6]=1)([CH3:4])[CH3:3].C1COCC1.CCO.[OH-].[Na+]. (7) Given the product [Cl:1][C:2]1[CH:3]=[C:4]([C:5]2[N:6]=[C:21]([C:20]3[CH:24]=[CH:25][C:17]([NH2:16])=[CH:18][CH:19]=3)[O:8][N:7]=2)[CH:9]=[CH:10][C:11]=1[O:12][CH:13]([CH3:15])[CH3:14], predict the reactants needed to synthesize it. The reactants are: [Cl:1][C:2]1[CH:3]=[C:4]([CH:9]=[CH:10][C:11]=1[O:12][CH:13]([CH3:15])[CH3:14])/[C:5](=[N:7]/[OH:8])/[NH2:6].[NH2:16][C:17]1[CH:25]=[CH:24][C:20]([C:21](O)=O)=[CH:19][CH:18]=1.C1C=CC2N(O)N=NC=2C=1.C1CCC(N=C=NC2CCCCC2)CC1.CCN(C(C)C)C(C)C. (8) The reactants are: [F:1][C:2]1[CH:3]=[C:4](B(O)O)[CH:5]=[CH:6][CH:7]=1.Br[C:12]1[CH:13]=[C:14]([C:19]2[NH:27][C:26]3[CH2:25][CH2:24][NH:23][C:22](=[O:28])[C:21]=3[CH:20]=2)[CH:15]=[CH:16][C:17]=1[F:18].C(=O)([O-])[O-].[Cs+].[Cs+].C(O)(C(F)(F)F)=O. Given the product [F:1][C:2]1[CH:3]=[C:4]([C:16]2[C:17]([F:18])=[CH:12][CH:13]=[C:14]([C:19]3[NH:27][C:26]4[CH2:25][CH2:24][NH:23][C:22](=[O:28])[C:21]=4[CH:20]=3)[CH:15]=2)[CH:5]=[CH:6][CH:7]=1, predict the reactants needed to synthesize it. (9) Given the product [N:19]12[CH2:20][CH2:21][CH:22]([CH2:17][CH2:18]1)[C@@H:1]([O:2][C:3](=[O:15])[CH:4]([C:5]1[S:6][CH:7]=[CH:8][CH:9]=1)[C:10]1[S:11][CH:12]=[CH:13][CH:14]=1)[CH2:24]2, predict the reactants needed to synthesize it. The reactants are: [CH3:1][O:2][C:3](=[O:15])[CH:4]([C:10]1[S:11][CH:12]=[CH:13][CH:14]=1)[C:5]1[S:6][CH:7]=[CH:8][CH:9]=1.O[C@@H:17]1[CH:22]2C[CH2:24][N:19]([CH2:20][CH2:21]2)[CH2:18]1.